The task is: Predict the product of the given reaction.. This data is from Forward reaction prediction with 1.9M reactions from USPTO patents (1976-2016). (1) Given the reactants [C:1]([O:5][C:6](=[O:29])[NH:7][C:8]1[CH:13]=[C:12]([N:14]2[CH2:19][CH2:18][S:17][CH2:16][CH2:15]2)[CH:11]=[C:10]([CH2:20][S:21][C:22]2[O:23][C:24]([CH3:28])=[C:25]([CH3:27])[N:26]=2)[N:9]=1)([CH3:4])([CH3:3])[CH3:2].[H-].[Na+].Cl[CH2:33][C:34]1[CH:39]=[CH:38][CH:37]=[C:36]([F:40])[N:35]=1.[Cl-].[NH4+], predict the reaction product. The product is: [C:1]([O:5][C:6](=[O:29])[N:7]([C:8]1[CH:13]=[C:12]([N:14]2[CH2:15][CH2:16][S:17][CH2:18][CH2:19]2)[CH:11]=[C:10]([CH2:20][S:21][C:22]2[O:23][C:24]([CH3:28])=[C:25]([CH3:27])[N:26]=2)[N:9]=1)[CH2:33][C:34]1[CH:39]=[CH:38][CH:37]=[C:36]([F:40])[N:35]=1)([CH3:4])([CH3:3])[CH3:2]. (2) Given the reactants [CH2:1]([OH:7])[CH2:2][CH2:3][CH2:4][CH2:5][CH3:6].[C:8](=[O:10])=[O:9], predict the reaction product. The product is: [C:8](=[O:10])([O:9][CH2:1][CH2:2][CH2:3][CH2:4][CH2:5][CH3:6])[O:7][CH2:1][CH2:2][CH2:3][CH2:4][CH2:5][CH3:6]. (3) The product is: [CH2:1]([C:3]1[N:7]([C:8]2[N:16]=[C:15]3[C:11]([N:12]=[C:13]([CH2:18][N:36]4[CH2:37][CH2:38][C@H:34]([C:32]([N:31]([CH3:39])[CH3:30])=[O:33])[CH2:35]4)[N:14]3[CH3:17])=[C:10]([N:20]3[CH2:25][CH2:24][O:23][CH2:22][CH2:21]3)[N:9]=2)[C:6]2[CH:26]=[CH:27][CH:28]=[CH:29][C:5]=2[N:4]=1)[CH3:2]. Given the reactants [CH2:1]([C:3]1[N:7]([C:8]2[N:16]=[C:15]3[C:11]([N:12]=[C:13]([CH:18]=O)[N:14]3[CH3:17])=[C:10]([N:20]3[CH2:25][CH2:24][O:23][CH2:22][CH2:21]3)[N:9]=2)[C:6]2[CH:26]=[CH:27][CH:28]=[CH:29][C:5]=2[N:4]=1)[CH3:2].[CH3:30][N:31]([CH3:39])[C:32]([C@H:34]1[CH2:38][CH2:37][NH:36][CH2:35]1)=[O:33].C(O[BH-](OC(=O)C)OC(=O)C)(=O)C.[Na+], predict the reaction product. (4) Given the reactants [CH:1]([C:3]1[CH:8]=[CH:7][N:6]=[CH:5][C:4]=1[C:9]1[CH:16]=[CH:15][C:12]([C:13]#[N:14])=[C:11]([O:17][CH3:18])[CH:10]=1)=[O:2].[CH2:19]1[CH2:23]OC[CH2:20]1, predict the reaction product. The product is: [CH:20]1([CH:1]([OH:2])[C:3]2[CH:8]=[CH:7][N:6]=[CH:5][C:4]=2[C:9]2[CH:16]=[CH:15][C:12]([C:13]#[N:14])=[C:11]([O:17][CH3:18])[CH:10]=2)[CH2:19][CH2:23]1. (5) Given the reactants O[CH2:2][CH:3]([N:5]1[CH2:10][CH2:9][CH:8]([CH2:11][C:12]([NH:14][C:15]2[CH:20]=[CH:19][C:18]([S:21]([CH3:24])(=[O:23])=[O:22])=[CH:17][CH:16]=2)=[O:13])[CH2:7][CH2:6]1)[CH3:4].S(Cl)([Cl:27])=O, predict the reaction product. The product is: [ClH:27].[Cl:27][CH2:2][CH:3]([N:5]1[CH2:10][CH2:9][CH:8]([CH2:11][C:12]([NH:14][C:15]2[CH:20]=[CH:19][C:18]([S:21]([CH3:24])(=[O:23])=[O:22])=[CH:17][CH:16]=2)=[O:13])[CH2:7][CH2:6]1)[CH3:4]. (6) Given the reactants [OH:1][C:2]1[C:10]2[CH:9]=[C:8]([C:11]3[O:12][C:13]([CH3:16])=[N:14][N:15]=3)[O:7][C:6]=2[CH:5]=[CH:4][CH:3]=1.S(C1C=CC([N+]([O-])=O)=CC=1)(O[CH2:21][C@H:22]1[O:24][CH2:23]1)(=O)=O, predict the reaction product. The product is: [CH2:21]([O:1][C:2]1[C:10]2[CH:9]=[C:8]([C:11]3[O:12][C:13]([CH3:16])=[N:14][N:15]=3)[O:7][C:6]=2[CH:5]=[CH:4][CH:3]=1)[C@H:22]1[O:24][CH2:23]1.